From a dataset of Catalyst prediction with 721,799 reactions and 888 catalyst types from USPTO. Predict which catalyst facilitates the given reaction. Reactant: [CH:1]1([CH2:4][O:5][C:6]2[N:11]=[N:10][C:9]([NH2:12])=[CH:8][CH:7]=2)[CH2:3][CH2:2]1.Br[CH2:14][C:15]([C:17]1[CH:22]=[CH:21][C:20]2[O:23][CH2:24][O:25][C:19]=2[CH:18]=1)=O.C(=O)([O-])O.[Na+]. Product: [CH2:24]1[O:23][C:20]2[CH:21]=[CH:22][C:17]([C:15]3[N:12]=[C:9]4[CH:8]=[CH:7][C:6]([O:5][CH2:4][CH:1]5[CH2:2][CH2:3]5)=[N:11][N:10]4[CH:14]=3)=[CH:18][C:19]=2[O:25]1. The catalyst class is: 8.